This data is from Forward reaction prediction with 1.9M reactions from USPTO patents (1976-2016). The task is: Predict the product of the given reaction. (1) Given the reactants [CH3:1]C(C)([O-])C.[K+].[CH2:7]([O:9][CH:10]([O:12][C:13]1[CH:14]=[C:15]2[C:20](=[CH:21][CH:22]=1)[CH:19]=[C:18]([CH:23]=O)[CH:17]=[CH:16]2)[CH3:11])[CH3:8].O, predict the reaction product. The product is: [CH2:7]([O:9][CH:10]([O:12][C:13]1[CH:14]=[C:15]2[C:20](=[CH:21][CH:22]=1)[CH:19]=[C:18]([CH:23]=[CH2:1])[CH:17]=[CH:16]2)[CH3:11])[CH3:8]. (2) Given the reactants [N+:1]([C:4]1[CH:5]=[N:6][N:7]([CH2:9][CH:10]2[CH2:13][O:12][CH2:11]2)[CH:8]=1)([O-:3])=[O:2].[Li+].C[Si]([N-][Si](C)(C)C)(C)C.[Cl:24]C(Cl)(Cl)C(Cl)(Cl)Cl, predict the reaction product. The product is: [Cl:24][C:8]1[N:7]([CH2:9][CH:10]2[CH2:11][O:12][CH2:13]2)[N:6]=[CH:5][C:4]=1[N+:1]([O-:3])=[O:2]. (3) Given the reactants Cl[P:2]([C:9]1[CH:14]=[CH:13][CH:12]=[CH:11][CH:10]=1)[C:3]1[CH:8]=[CH:7][CH:6]=[CH:5][CH:4]=1.[CH3:15][Mg]Br.C(OC(C)C)(=O)C, predict the reaction product. The product is: [CH3:15][P:2]([C:9]1[CH:14]=[CH:13][CH:12]=[CH:11][CH:10]=1)[C:3]1[CH:8]=[CH:7][CH:6]=[CH:5][CH:4]=1. (4) Given the reactants CN(C)CCN1C=C(C2C=CC(F)=C(C(F)(F)F)C=2)N=C1C1CCN(C2N=CN=C(N)C=2CC)CC1.[CH3:37][N:38]([CH3:75])[CH2:39][CH2:40][N:41]1[CH:45]=[C:44]([C:46]2[CH:51]=[CH:50][C:49]([F:52])=[C:48]([C:53]([F:56])([F:55])[F:54])[CH:47]=2)[N:43]=[C:42]1[CH:57]1[CH2:62][CH2:61][N:60]([C:63]2[N:68]=[CH:67][N:66]=[C:65]([NH2:69])[C:64]=2/[CH:70]=[CH:71]/[O:72][CH2:73][CH3:74])[CH2:59][CH2:58]1, predict the reaction product. The product is: [CH3:75][N:38]([CH3:37])[CH2:39][CH2:40][N:41]1[CH:45]=[C:44]([C:46]2[CH:51]=[CH:50][C:49]([F:52])=[C:48]([C:53]([F:55])([F:56])[F:54])[CH:47]=2)[N:43]=[C:42]1[CH:57]1[CH2:58][CH2:59][N:60]([C:63]2[N:68]=[CH:67][N:66]=[C:65]([NH2:69])[C:64]=2[CH2:70][CH2:71][O:72][CH2:73][CH3:74])[CH2:61][CH2:62]1. (5) Given the reactants [Br:1][C:2]1[CH:3]=[C:4]([C:9]([C:11]2[N:12]([CH2:16][CH3:17])[N:13]=[CH:14][CH:15]=2)=[O:10])[C:5](F)=[N:6][CH:7]=1.N.C([N:22](C(C)C)CC)(C)C, predict the reaction product. The product is: [NH2:22][C:5]1[C:4]([C:9]([C:11]2[N:12]([CH2:16][CH3:17])[N:13]=[CH:14][CH:15]=2)=[O:10])=[CH:3][C:2]([Br:1])=[CH:7][N:6]=1. (6) Given the reactants Br[C:2]1[CH:9]=[CH:8][C:5]([CH:6]=[CH2:7])=[CH:4][CH:3]=1.[Mg].C([C@@H]1CC[C@@H](C)C[C@H]1O[C:22](=[O:36])[C:23]([O:25][C@@H:26]1[CH2:31][C@H:30]([CH3:32])[CH2:29][CH2:28][C@H:27]1[CH:33]([CH3:35])[CH3:34])=[O:24])(C)C.[NH4+].[Cl-], predict the reaction product. The product is: [O:36]=[C:22]([C:2]1[CH:9]=[CH:8][C:5]([CH:6]=[CH2:7])=[CH:4][CH:3]=1)[C:23]([O:25][C@@H:26]1[CH2:31][C@H:30]([CH3:32])[CH2:29][CH2:28][C@H:27]1[CH:33]([CH3:34])[CH3:35])=[O:24].